Task: Predict the reactants needed to synthesize the given product.. Dataset: Full USPTO retrosynthesis dataset with 1.9M reactions from patents (1976-2016) (1) Given the product [Cl-:1].[Cl-:1].[CH:13]1([Zr+2:12][CH:3]2[C:11]3[C:6](=[CH:7][CH:8]=[CH:9][CH:10]=3)[CH:5]=[CH:4]2)[C:21]2[CH:16]([CH2:17][CH:18]=[CH:19][CH:20]=2)[CH2:15][CH2:14]1, predict the reactants needed to synthesize it. The reactants are: [Cl-:1].[Cl-].[CH:3]1([Zr+2:12][CH:13]2[C:21]3[CH:16]([CH2:17][CH:18]=[CH:19][CH:20]=3)[CH2:15][CH2:14]2)[C:11]2[CH:6]([CH2:7][CH:8]=[CH:9][CH:10]=2)[CH2:5][CH2:4]1.[Cl-].[Zr+4].[Cl-].[Cl-].[Cl-].C1([Li])C2C(=CC=CC=2)C=C1. (2) Given the product [CH3:11][N:7]1[CH2:8][CH2:9][CH2:10][C:4]2[CH:3]=[C:2]([NH:15][C:16](=[O:17])[O:18][C:19]([CH3:22])([CH3:21])[CH3:20])[CH:14]=[CH:13][C:5]=2[C:6]1=[O:12], predict the reactants needed to synthesize it. The reactants are: Br[C:2]1[CH:14]=[CH:13][C:5]2[C:6](=[O:12])[N:7]([CH3:11])[CH2:8][CH2:9][CH2:10][C:4]=2[CH:3]=1.[NH2:15][C:16]([O:18][C:19]([CH3:22])([CH3:21])[CH3:20])=[O:17].CC1(C)C2C(=C(P(C3C=CC=CC=3)C3C=CC=CC=3)C=CC=2)OC2C(P(C3C=CC=CC=3)C3C=CC=CC=3)=CC=CC1=2.C([O-])([O-])=O.[Cs+].[Cs+]. (3) Given the product [CH3:1][C:2]1[C:3]([CH3:21])=[CH:4][C:5]2[N:14]([CH2:15][CH2:16][NH:22][CH2:23][CH2:24][CH2:25][NH:26][S:27]([C:30]([F:33])([F:31])[F:32])(=[O:28])=[O:29])[C:13]3[C:8]([C:9](=[O:19])[NH:10][C:11](=[O:18])[N:12]=3)=[N:7][C:6]=2[CH:20]=1, predict the reactants needed to synthesize it. The reactants are: [CH3:1][C:2]1[C:3]([CH3:21])=[CH:4][C:5]2[N:14]([CH2:15][CH:16]=O)[C:13]3[C:8]([C:9](=[O:19])[NH:10][C:11](=[O:18])[N:12]=3)=[N:7][C:6]=2[CH:20]=1.[NH2:22][CH2:23][CH2:24][CH2:25][NH:26][S:27]([C:30]([F:33])([F:32])[F:31])(=[O:29])=[O:28].C(O)(=O)C.C([BH3-])#N.[Na+].